Dataset: Forward reaction prediction with 1.9M reactions from USPTO patents (1976-2016). Task: Predict the product of the given reaction. Given the reactants [CH:1]1([CH2:4][CH2:5][O:6][C:7]2[CH:19]=[CH:18][C:10]([C:11]([NH:13][CH2:14][C:15]([OH:17])=[O:16])=O)=[CH:9][CH:8]=2)[CH2:3][CH2:2]1.[CH:20]1([C:23]2[CH:30]=[CH:29][C:26]([CH:27]=O)=[CH:25][CH:24]=2)[CH2:22][CH2:21]1.C([O-])(=O)C.[Na+].C(OC(=O)C)(=O)C, predict the reaction product. The product is: [CH:20]1([C:23]2[CH:30]=[CH:29][C:26](/[CH:27]=[C:14]3\[N:13]=[C:11]([C:10]4[CH:9]=[CH:8][C:7]([O:6][CH2:5][CH2:4][CH:1]5[CH2:2][CH2:3]5)=[CH:19][CH:18]=4)[O:17][C:15]\3=[O:16])=[CH:25][CH:24]=2)[CH2:22][CH2:21]1.